This data is from Experimentally validated miRNA-target interactions with 360,000+ pairs, plus equal number of negative samples. The task is: Binary Classification. Given a miRNA mature sequence and a target amino acid sequence, predict their likelihood of interaction. (1) The miRNA is hsa-miR-5580-3p with sequence CACAUAUGAAGUGAGCCAGCAC. The protein sequence of the target gene is MGNAGSMDSQQTDFRAHNVPLKLPMPEPGELEERFAIVLNAMNLPPDKARLLRQYDNEKKWELICDQERFQVKNPPHTYIQKLKGYLDPAVTRKKFRRRVQESTQVLRELEISLRTNHIGWVREFLNEENKGLDVLVEYLSFAQYAVTFDFESVESTVESSVDKSKPWSRSIEDLHRGSNLPSPVGNSVSRSGRHSALRYNTLPSRRTLKNSRLVSKKDDVHVCIMCLRAIMNYQYGFNMVMSHPHAVNEIALSLNNKNPRTKALVLELLAAVCLVRGGHEIILSAFDNFKEVCGEKQRF.... Result: 1 (interaction). (2) The miRNA is hsa-miR-3124-3p with sequence ACUUUCCUCACUCCCGUGAAGU. The protein sequence of the target gene is MLSQVYRCGFQPFNQHLLPWVKCTTVFRSHCIQPSVIRHVRSWSNIPFITVPLSRTHGKSFAHRSELKHAKRIVVKLGSAVVTRGDECGLALGRLASIVEQVSVLQNQGREMMLVTSGAVAFGKQRLRHEILLSQSVRQALHSGQNQLKEMAIPVLEARACAAAGQSGLMALYEAMFTQYSICAAQILVTNLDFHDEQKRRNLNGTLHELLRMNIVPIVNTNDAVVPPAEPNSDLQGVNVISVKDNDSLAARLAVEMKTDLLIVLSDVEGLFDSPPGSDDAKLIDIFYPGDQQSVTFGTK.... Result: 1 (interaction). (3) The miRNA is mmu-miR-3098-3p with sequence UUCUGCUGCCUGCCUUUAGGA. The protein sequence of the target gene is MVFSNNDEGLINKKLPKELLLRIFSFLDIVTLCRCAQISKAWNILALDGSNWQRIDLFNFQTDVEGRVVENISKRCGGFLRKLSLRGCIGVGDSSLKTFAQNCRNIEHLNLNGCTKITDSTCYSLSRFCSKLKHLDLTSCVSITNSSLKGISEGCRNLEYLNLSWCDQITKDGIEALVRGCRGLKALLLRGCTQLEDEALKHIQNYCHELVSLNLQSCSRITDEGVVQICRGCHRLQALCLSGCSNLTDASLTALGLNCPRLQILEAARCSHLTDAGFTLLARNCHELEKMDLEECILIT.... Result: 0 (no interaction). (4) The miRNA is mmu-miR-136-5p with sequence ACUCCAUUUGUUUUGAUGAUGG. The protein sequence of the target gene is MMYSPICLTQDEFHPFIEALLPHVRAIAYTWFNLQARKRKYFKKHEKRMSKDEERAVKDELLSEKPEIKQKWASRLLAKLRKDIRQEYREDFVLTVTGKKHPCCVLSNPDQKGKIRRIDCLRQADKVWRLDLVMVILFKGIPLESTDGERLMKSPHCTNPALCVQPHHITVSVKELDLFLAYYVQEQDSGQSGSPSHSDPAKNPPGYLEDSFVKSGVFNVSELVRVSRTPITQGTGVNFPIGEIPSQPYYHDMNSGVNLQRSLSSPPSSKRPKTISIDENMEPSPTGDFYPSPNSPAAGS.... Result: 1 (interaction). (5) The miRNA is hsa-miR-6858-3p with sequence CAGCCAGCCCCUGCUCACCCCU. The protein sequence of the target gene is MATDDKTSPTLDSANDLPRSPTSPSHLTHFKPLTPDQDEPPFKSAYSSFVNLFRFNKERAEGGQGEQQPLSGSWTSPQLPSRTQSVRSPTPYKKQLNEELQRRSSALDTRRKAEPTFGGHDPRTAVQLRSLSTVLKRLKEIMEGKSQDSDLKQYWMPDSQCKECYDCSEKFTTFRRRHHCRLCGQIFCSRCCNQEIPGKFMGYTGDLRACTYCRKIALSYAHSTDSNSIGEDLNALSDSACSVSVLDPSEPRTPVGSRKASRNIFLEDDLAWQSLIHPDSSNTPLSTRLVSVQEDAGKSP.... Result: 0 (no interaction). (6) The miRNA is hsa-miR-4756-3p with sequence CCAGAGAUGGUUGCCUUCCUAU. The protein sequence of the target gene is MSGFLEGSRCSECMDWGEKRNTIASIAAGVLFFTGWWIIIDAAVMYPRMDQFNHSYHTCGVIATIAFLMINAVSNGQVRGDSYSEGCLGQTGARIWLFIGFMLAFGSLIASMWILFGGYVAKEKDVVYPGIAVFFQNAFIFFGGLVFKFGRTEDLWQ. Result: 0 (no interaction). (7) The miRNA is hsa-miR-3929 with sequence GAGGCUGAUGUGAGUAGACCACU. The protein sequence of the target gene is MDLFGDLPEPERAPRPSAGKEAQGRPVLFEDLPPASSTDSGSGGPLLFDDLPPAASGNSGSLATSGSQVVKTEGKGAKRKAPEEEKNGGEELVEKKVCKASSVIFGLKGYVAERKGEREEMQDAHVILNDITQECNPPSSLITRVSYFAVFDGHGGIRASKFAAQNLHQNLIRKFPKGDIISVEKTVKRCLLDTFKHTDEEFLKQASSQKPAWKDGSTATCVLAVDNILYIANLGDSRAILCRYNEESQKHAALSLSKEHNPTQYEERMRIQKAGGNVRDGRVLGVLEVSRSIGDGQYKR.... Result: 0 (no interaction). (8) The miRNA is rno-miR-24-3p with sequence UGGCUCAGUUCAGCAGGAACAG. The protein sequence of the target gene is MSSLYYANTLFSKYPASSSVFATGAFPEQTSCAFASNPQRPGYGAGSGASFAASMQGLYPGGGGMAGQSAAGVYAAGYGLEPSSFNMHCAPFEQNLSGVCPGDSAKAAGAKEQRDSDLAAESNFRIYPWMRSSGTDRKRGRQTYTRYQTLELEKEFHYNRYLTRRRRIEIAHTLCLTERQIKIWFQNRRMKWKKENKTAGPGTTGQDRAEAEEEEEE. Result: 0 (no interaction). (9) The miRNA is mmu-miR-3572-3p with sequence UACACUUGUCCUUCUUUCCCCAG. The protein sequence of the target gene is MPQVTFNDVAIDFTHEEWGWLSSAQRDLYKDVMVQNYENLVSVAGLSVTKPYVITLLEDGKEPWMMEKKLSKGMIPDWESRWENKELSTKKDNYDEDSPQTVIIEKVVKQSYEFSNSKKNLEYIEKLEGKHGSQVDHFRPAILTSRESPTADSVYKYNIFRSTFHSKSTLSEPQKISAEGNSHKYDILKKNLPKKSVIKNEKVNGGKKLLNSNKSGAAFSQGKSLTLPQTCNREKIYTCSECGKAFGKQSILNRHWRIHTGEKPYECRECGKTFSHGSSLTRHLISHSGEKPYKCIECGK.... Result: 0 (no interaction). (10) The protein sequence of the target gene is MSLVGGFPHHPVVHHEGYPFAAAAAAAAAAAASRCSHEENPYFHGWLIGHPEMSPPDYSMALSYSPEYASGAAGLDHSHYGGVPPGAGPPGLGGPRPVKRRGTANRKERRRTQSINSAFAELRECIPNVPADTKLSKIKTLRLATSYIAYLMDLLAKDDQNGEAEAFKAEIKKTDVKEEKRKKELNEILKSTVSSNDKKTKGRTGWPQHVWALELKQ. The miRNA is hsa-miR-6870-5p with sequence UGGGGGAGAUGGGGGUUGA. Result: 1 (interaction).